Dataset: Catalyst prediction with 721,799 reactions and 888 catalyst types from USPTO. Task: Predict which catalyst facilitates the given reaction. (1) Reactant: [CH3:1][O:2][C:3](=[O:26])[CH2:4][C@H:5]1[C:9]2[CH:10]=[CH:11][C:12]([O:14][C@H:15]3[C:23]4[C:18](=[C:19]([OH:25])[CH:20]=[CH:21][C:22]=4[F:24])[CH2:17][CH2:16]3)=[CH:13][C:8]=2[O:7][CH2:6]1.Cl[C:28]1[N:37]=[CH:36][C:35]2[C:30](=[CH:31][CH:32]=[CH:33][CH:34]=2)[N:29]=1.C([O-])([O-])=O.[K+].[K+]. Product: [CH3:1][O:2][C:3](=[O:26])[CH2:4][C@H:5]1[C:9]2[CH:10]=[CH:11][C:12]([O:14][C@H:15]3[C:23]4[C:18](=[C:19]([O:25][C:28]5[N:37]=[CH:36][C:35]6[C:30](=[CH:31][CH:32]=[CH:33][CH:34]=6)[N:29]=5)[CH:20]=[CH:21][C:22]=4[F:24])[CH2:17][CH2:16]3)=[CH:13][C:8]=2[O:7][CH2:6]1. The catalyst class is: 10. (2) Reactant: Br[C:2]1[CH:3]=[C:4]2[C:9]([S:10][CH2:11][CH3:12])=[C:8]([C:13]([NH2:15])=[O:14])[CH:7]=[N:6][N:5]2[CH:16]=1.[C:17]1(B(O)O)[CH:22]=[CH:21][CH:20]=[CH:19][CH:18]=1.P([O-])([O-])([O-])=O.[K+].[K+].[K+].C1(P(C2CCCCC2)C2C=CC=CC=2C2C(C(C)C)=CC(C(C)C)=CC=2C(C)C)CCCCC1. Product: [CH2:11]([S:10][C:9]1[C:4]2[N:5]([CH:16]=[C:2]([C:17]3[CH:22]=[CH:21][CH:20]=[CH:19][CH:18]=3)[CH:3]=2)[N:6]=[CH:7][C:8]=1[C:13]([NH2:15])=[O:14])[CH3:12]. The catalyst class is: 160.